Dataset: Reaction yield outcomes from USPTO patents with 853,638 reactions. Task: Predict the reaction yield, written as a fraction of the theoretical maximum amount of product (1.0 means a 100% yield; for example, 0.34 means a 34% yield). The reactants are [F:1][C:2]1[CH:3]=[C:4]([CH:6]=[CH:7][CH:8]=1)[NH2:5].[N:9]([O-])=O.[Na+].C([O-])(=O)C.[Na+].[C:18]([CH2:21][C:22](=[O:24])[CH3:23])(=[O:20])[CH3:19]. The product is [F:1][C:2]1[CH:3]=[C:4]([NH:5][N:9]=[C:21]([C:22](=[O:24])[CH3:23])[C:18](=[O:20])[CH3:19])[CH:6]=[CH:7][CH:8]=1. The yield is 0.330. The catalyst is O.Cl.C(O)C.